From a dataset of Full USPTO retrosynthesis dataset with 1.9M reactions from patents (1976-2016). Predict the reactants needed to synthesize the given product. (1) Given the product [CH2:27]([O:29][C:30](=[O:48])[CH:31]([C:33]1[CH:38]=[CH:37][C:36]([C:21]2[CH:22]=[CH:23][C:18]([C:17]3[O:16][N:15]=[C:14]([CH3:25])[C:13]=3[NH:12][C:11]([O:10][C@@H:8]([C:3]3[CH:4]=[CH:5][CH:6]=[CH:7][C:2]=3[Cl:1])[CH3:9])=[O:26])=[CH:19][CH:20]=2)=[CH:35][CH:34]=1)[CH3:32])[CH3:28], predict the reactants needed to synthesize it. The reactants are: [Cl:1][C:2]1[CH:7]=[CH:6][CH:5]=[CH:4][C:3]=1[C@H:8]([O:10][C:11](=[O:26])[NH:12][C:13]1[C:14]([CH3:25])=[N:15][O:16][C:17]=1[C:18]1[CH:23]=[CH:22][C:21](Br)=[CH:20][CH:19]=1)[CH3:9].[CH2:27]([O:29][C:30](=[O:48])[CH:31]([C:33]1[CH:38]=[CH:37][C:36](B2OC(C)(C)C(C)(C)O2)=[CH:35][CH:34]=1)[CH3:32])[CH3:28]. (2) Given the product [F:1][C:2]1[CH:3]=[C:4]([C:9]2[C:10]([C:19](=[O:20])[CH3:25])=[CH:11][CH:12]=[C:13]3[C:18]=2[N:17]=[CH:16][CH:15]=[CH:14]3)[CH:5]=[C:6]([F:8])[CH:7]=1, predict the reactants needed to synthesize it. The reactants are: [F:1][C:2]1[CH:3]=[C:4]([C:9]2[C:10]([C:19](N(OC)C)=[O:20])=[CH:11][CH:12]=[C:13]3[C:18]=2[N:17]=[CH:16][CH:15]=[CH:14]3)[CH:5]=[C:6]([F:8])[CH:7]=1.[CH3:25][Mg]Br. (3) The reactants are: I[CH2:2][CH3:3].[Br:4][C:5]1[CH:14]=[CH:13][C:8]2[NH:9][C:10](=[O:12])[O:11][C:7]=2[CH:6]=1.C(=O)([O-])[O-].[K+].[K+]. Given the product [Br:4][C:5]1[CH:14]=[CH:13][C:8]2[N:9]([CH2:2][CH3:3])[C:10](=[O:12])[O:11][C:7]=2[CH:6]=1, predict the reactants needed to synthesize it. (4) Given the product [Br:11][C:12]1[CH:17]=[C:38]2[C:39](=[CH:43][CH:13]=1)[N:40]=[C:41]([Cl:8])[C:35]([C:31]1[CH:30]=[CH:29][CH:34]=[CH:33][CH:32]=1)=[CH:37]2, predict the reactants needed to synthesize it. The reactants are: CN(C)C=O.P(Cl)(Cl)([Cl:8])=O.[Br:11][C:12]1[CH:17]=CC(NC(=O)CC2C=CC=CC=2)=C[CH:13]=1.Cl[C:29]1[CH:30]=[C:31]([C:35]([C:37]2C=[CH:41][N:40]=[C:39]([C:43](F)(F)F)[CH:38]=2)=O)[CH:32]=[CH:33][CH:34]=1. (5) Given the product [Br:1][C:2]1[C:7]([CH2:8][N:12]2[CH2:17][CH2:16][O:15][CH2:14][C:13]2=[O:18])=[CH:6][CH:5]=[CH:4][N:3]=1, predict the reactants needed to synthesize it. The reactants are: [Br:1][C:2]1[C:7]([CH2:8]Br)=[CH:6][CH:5]=[CH:4][N:3]=1.[H-].[Na+].[NH:12]1[CH2:17][CH2:16][O:15][CH2:14][C:13]1=[O:18]. (6) Given the product [OH:28][CH:10]([C:5]12[CH2:8][CH2:9][C:2]([NH:1][CH2:40][C:38]3[CH:37]=[CH:36][C:33]4[O:34][CH2:35][C:30](=[O:29])[NH:31][C:32]=4[N:39]=3)([CH2:7][CH2:6]1)[CH2:3][O:4]2)[CH2:11][C:12]1[C:21]2[C:16](=[CH:17][CH:18]=[C:19]([O:22][CH2:23][CH2:24][OH:25])[N:20]=2)[N:15]=[CH:14][C:13]=1[C:26]#[N:27], predict the reactants needed to synthesize it. The reactants are: [NH2:1][C:2]12[CH2:9][CH2:8][C:5]([CH:10]([OH:28])[CH2:11][C:12]3[C:21]4[C:16](=[CH:17][CH:18]=[C:19]([O:22][CH2:23][CH2:24][OH:25])[N:20]=4)[N:15]=[CH:14][C:13]=3[C:26]#[N:27])([CH2:6][CH2:7]1)[O:4][CH2:3]2.[O:29]=[C:30]1[CH2:35][O:34][C:33]2[CH:36]=[CH:37][C:38]([CH:40]=O)=[N:39][C:32]=2[NH:31]1. (7) Given the product [NH2:25][C@H:20]1[CH2:21][CH2:22][CH2:23][CH2:24][C@H:19]1[NH:18][C:12]1[CH:11]=[C:10]([NH:9][C:5]2[CH:4]=[CH:3][C:2]([C:39]3[CH:40]=[CH:41][CH:42]=[C:37]([CH:35]([OH:36])[CH:34]([F:46])[F:33])[CH:38]=3)=[C:7]([CH3:8])[N:6]=2)[C:15]([C:16]([NH2:17])=[O:47])=[N:14][CH:13]=1, predict the reactants needed to synthesize it. The reactants are: Br[C:2]1[CH:3]=[CH:4][C:5]([NH:9][C:10]2[CH:11]=[C:12]([NH:18][C@@H:19]3[CH2:24][CH2:23][CH2:22][CH2:21][C@@H:20]3[NH:25]C(=O)OC(C)(C)C)[CH:13]=[N:14][C:15]=2[C:16]#[N:17])=[N:6][C:7]=1[CH3:8].[F:33][CH:34]([F:46])[CH:35]([C:37]1[CH:38]=[C:39](B(O)O)[CH:40]=[CH:41][CH:42]=1)[OH:36].[O-:47]P([O-])([O-])=O.[K+].[K+].[K+].[OH-].[Na+].OO.